From a dataset of Full USPTO retrosynthesis dataset with 1.9M reactions from patents (1976-2016). Predict the reactants needed to synthesize the given product. (1) Given the product [Br:25][C:26]1[CH:27]=[C:28]2[C:32](=[CH:33][CH:34]=1)[NH:31][C:30](=[O:35])[C:29]2=[CH:15][C:12]1[NH:11][C:7]2[CH2:8][CH2:9][CH2:10][N:4]([CH2:3][CH:2]([OH:1])[CH2:18][N:19]3[CH2:20][CH2:21][O:22][CH2:23][CH2:24]3)[C:5](=[O:17])[C:6]=2[C:13]=1[CH3:14], predict the reactants needed to synthesize it. The reactants are: [OH:1][CH:2]([CH2:18][N:19]1[CH2:24][CH2:23][O:22][CH2:21][CH2:20]1)[CH2:3][N:4]1[CH2:10][CH2:9][CH2:8][C:7]2[NH:11][C:12]([CH:15]=O)=[C:13]([CH3:14])[C:6]=2[C:5]1=[O:17].[Br:25][C:26]1[CH:27]=[C:28]2[C:32](=[CH:33][CH:34]=1)[NH:31][C:30](=[O:35])[CH2:29]2. (2) Given the product [ClH:1].[Cl:1][C:2]1[C:3]([C:27]([F:30])([F:29])[F:28])=[N:4][N:5]([C:10]2[CH:15]=[CH:14][C:13]([NH:16][C:17](=[O:25])[CH2:18][C:19]3[CH:24]=[CH:23][CH:22]=[CH:21][N:20]=3)=[CH:12][C:11]=2[F:26])[C:6]=1[CH:7]1[CH2:9][CH2:8]1, predict the reactants needed to synthesize it. The reactants are: [Cl:1][C:2]1[C:3]([C:27]([F:30])([F:29])[F:28])=[N:4][N:5]([C:10]2[CH:15]=[CH:14][C:13]([NH:16][C:17](=[O:25])[CH2:18][C:19]3[CH:24]=[CH:23][CH:22]=[CH:21][N:20]=3)=[CH:12][C:11]=2[F:26])[C:6]=1[CH:7]1[CH2:9][CH2:8]1.N1C=CC=CC=1CC(O)=O.Cl. (3) Given the product [CH2:1]([S:8]([NH:11][C:12]([CH:14]1[CH2:17][N:16]([C:18]2[C:28]([C:29]#[N:30])=[CH:27][C:21]([C:22]([O:24][CH2:25][CH3:26])=[O:23])=[C:20]([CH2:31][S:42]([CH3:39])(=[O:44])=[O:43])[N:19]=2)[CH2:15]1)=[O:13])(=[O:10])=[O:9])[C:2]1[CH:7]=[CH:6][CH:5]=[CH:4][CH:3]=1, predict the reactants needed to synthesize it. The reactants are: [CH2:1]([S:8]([NH:11][C:12]([CH:14]1[CH2:17][N:16]([C:18]2[C:28]([C:29]#[N:30])=[CH:27][C:21]([C:22]([O:24][CH2:25][CH3:26])=[O:23])=[C:20]([CH2:31]Cl)[N:19]=2)[CH2:15]1)=[O:13])(=[O:10])=[O:9])[C:2]1[CH:7]=[CH:6][CH:5]=[CH:4][CH:3]=1.[I-].[Na+].CC1C=C[C:39]([S:42]([O-:44])=[O:43])=CC=1.[Na+]. (4) Given the product [Cl:21][C:22]1[CH:27]=[C:26]([CH:25]=[CH:24][CH:23]=1)[CH2:10][C:11]1[O:15][N:14]=[C:13]([C:16]([O:18][CH2:19][CH3:20])=[O:17])[CH:12]=1, predict the reactants needed to synthesize it. The reactants are: C(OP(O[CH2:10][C:11]1[O:15][N:14]=[C:13]([C:16]([O:18][CH2:19][CH3:20])=[O:17])[CH:12]=1)(OCC)=O)C.[Cl:21][C:22]1[CH:23]=[C:24](B(O)O)[CH:25]=[CH:26][CH:27]=1.C(=O)([O-])[O-].[K+].[K+].C1(P(C2C=CC=CC=2)C2C=CC=CC=2)C=CC=CC=1. (5) Given the product [Br:20][C:17]1[CH:18]=[CH:19][C:14]([CH2:13][N:12]2[C:11]3[CH:10]=[CH:9][C:4]([C:5]([O:7][CH3:8])=[O:6])=[CH:3][C:2]=3[N:1]=[CH:21]2)=[CH:15][CH:16]=1, predict the reactants needed to synthesize it. The reactants are: [NH2:1][C:2]1[CH:3]=[C:4]([CH:9]=[CH:10][C:11]=1[NH:12][CH2:13][C:14]1[CH:19]=[CH:18][C:17]([Br:20])=[CH:16][CH:15]=1)[C:5]([O:7][CH3:8])=[O:6].[CH3:21]C1C=CC(S([O-])(=O)=O)=CC=1.C1C=C[NH+]=CC=1. (6) Given the product [F:12][C:9]([F:11])([F:10])[C:7]1[CH:6]=[C:5]([C:13]([N:15]2[C@H:20]([CH2:21][C:22]3[C:30]4[C:25](=[CH:26][CH:27]=[CH:28][CH:29]=4)[NH:24][CH:23]=3)[CH2:19][N:18]3[CH2:31][C@@H:32]([N:40]4[CH2:41][CH2:42][O:48][CH2:38][CH2:37]4)[CH2:33][C@H:17]3[CH2:16]2)=[O:14])[CH:4]=[C:3]([C:2]([F:35])([F:1])[F:36])[CH:8]=1, predict the reactants needed to synthesize it. The reactants are: [F:1][C:2]([F:36])([F:35])[C:3]1[CH:4]=[C:5]([C:13]([N:15]2[C@H:20]([CH2:21][C:22]3[C:30]4[C:25](=[CH:26][CH:27]=[CH:28][CH:29]=4)[NH:24][CH:23]=3)[CH2:19][N:18]3[CH2:31][C@H:32](O)[CH2:33][C@H:17]3[CH2:16]2)=[O:14])[CH:6]=[C:7]([C:9]([F:12])([F:11])[F:10])[CH:8]=1.[CH:37]([N:40](C(C)C)[CH2:41][CH3:42])(C)[CH3:38].CS(Cl)(=O)=[O:48]. (7) Given the product [CH3:1][N:2]([CH3:27])[C:3]([C:5]1[CH:25]=[CH:24][C:8]([O:9][C:10]2[C:15]3[CH2:16][C:17]([CH3:19])([CH3:20])[O:18][C:14]=3[CH:13]=[C:12]([C:21]([NH:28][C:29]3[CH:37]=[CH:36][C:32]([C:33]([NH2:35])=[O:34])=[CH:31][N:30]=3)=[O:22])[CH:11]=2)=[CH:7][C:6]=1[F:26])=[O:4], predict the reactants needed to synthesize it. The reactants are: [CH3:1][N:2]([CH3:27])[C:3]([C:5]1[CH:25]=[CH:24][C:8]([O:9][C:10]2[C:15]3[CH2:16][C:17]([CH3:20])([CH3:19])[O:18][C:14]=3[CH:13]=[C:12]([C:21](O)=[O:22])[CH:11]=2)=[CH:7][C:6]=1[F:26])=[O:4].[NH2:28][C:29]1[CH:37]=[CH:36][C:32]([C:33]([NH2:35])=[O:34])=[CH:31][N:30]=1. (8) Given the product [Cl:1][C:2]1[CH:20]=[C:19]([N+:21]([O-:23])=[O:22])[CH:18]=[CH:17][C:3]=1[O:4][C:5]1[CH:6]=[C:7]2[C:11](=[CH:12][CH:13]=1)[C:10](=[O:14])[N:9]([CH3:26])[C:8]2([CH3:16])[CH3:15], predict the reactants needed to synthesize it. The reactants are: [Cl:1][C:2]1[CH:20]=[C:19]([N+:21]([O-:23])=[O:22])[CH:18]=[CH:17][C:3]=1[O:4][C:5]1[CH:6]=[C:7]2[C:11](=[CH:12][CH:13]=1)[C:10](=[O:14])[NH:9][C:8]2([CH3:16])[CH3:15].[H-].[Na+].[CH3:26]I.O. (9) Given the product [CH2:6]([C@H:5]([NH:13][C:14](=[O:20])[O:15][C:16]([CH3:17])([CH3:18])[CH3:19])[C@H:4]([OH:21])[CH2:3][C@H:2]([NH:1][C:41](=[O:42])[C@@H:40]([NH:39][C:37]([O:36][CH3:35])=[O:38])[C:44]([CH3:47])([CH3:46])[CH3:45])[CH2:22][C:23]1[CH:28]=[CH:27][C:26]([C:29]2[CH:34]=[CH:33][CH:32]=[CH:31][N:30]=2)=[CH:25][CH:24]=1)[C:7]1[CH:8]=[CH:9][CH:10]=[CH:11][CH:12]=1, predict the reactants needed to synthesize it. The reactants are: [NH2:1][C@H:2]([CH2:22][C:23]1[CH:28]=[CH:27][C:26]([C:29]2[CH:34]=[CH:33][CH:32]=[CH:31][N:30]=2)=[CH:25][CH:24]=1)[CH2:3][C@H:4]([OH:21])[C@@H:5]([NH:13][C:14](=[O:20])[O:15][C:16]([CH3:19])([CH3:18])[CH3:17])[CH2:6][C:7]1[CH:12]=[CH:11][CH:10]=[CH:9][CH:8]=1.[CH3:35][O:36][C:37]([NH:39][C@@H:40]([C:44]([CH3:47])([CH3:46])[CH3:45])[C:41](O)=[O:42])=[O:38].CCOP(ON1N=NC2C=CC=CC=2C1=O)(OCC)=O.C(N(CC)C(C)C)(C)C.